This data is from Peptide-MHC class II binding affinity with 134,281 pairs from IEDB. The task is: Regression. Given a peptide amino acid sequence and an MHC pseudo amino acid sequence, predict their binding affinity value. This is MHC class II binding data. (1) The binding affinity (normalized) is 0.270. The peptide sequence is QIRMAKLLGRDPEQS. The MHC is DRB1_0101 with pseudo-sequence DRB1_0101. (2) The peptide sequence is DKWLDAKSTWYGKPT. The MHC is DRB1_1101 with pseudo-sequence DRB1_1101. The binding affinity (normalized) is 0.301. (3) The MHC is DRB1_0301 with pseudo-sequence DRB1_0301. The binding affinity (normalized) is 0.183. The peptide sequence is VHITDDNEEPIAPYH. (4) The peptide sequence is KPIFHFVGTSTFSEY. The MHC is HLA-DQA10501-DQB10301 with pseudo-sequence HLA-DQA10501-DQB10301. The binding affinity (normalized) is 0.259. (5) The peptide sequence is ALREKVLGLPAIKAW. The MHC is DRB1_1302 with pseudo-sequence DRB1_1302. The binding affinity (normalized) is 0.610. (6) The peptide sequence is YGIAAENVIDVKLVD. The MHC is DRB4_0101 with pseudo-sequence DRB4_0103. The binding affinity (normalized) is 0.208.